From a dataset of Catalyst prediction with 721,799 reactions and 888 catalyst types from USPTO. Predict which catalyst facilitates the given reaction. Reactant: [CH2:1]([N:3]1[CH:8]=[C:7]([C:9]2[C:10]([N:25]3[C:29]([CH3:30])=[CH:28][C:27]([C:31]([F:34])([F:33])[F:32])=[N:26]3)=[N:11][C:12]([NH:15][C:16]3[CH:21]=[C:20]([CH3:22])[CH:19]=[C:18]([O:23][CH3:24])[CH:17]=3)=[N:13][CH:14]=2)[CH:6]=[C:5]([C:35]([OH:37])=O)[C:4]1=[O:38])[CH3:2].[CH3:39][S:40]([NH2:43])(=[O:42])=[O:41].C(N(CC)CC)C.[I-].ClC1C=CC=C[N+]=1C. Product: [CH2:1]([N:3]1[CH:8]=[C:7]([C:9]2[C:10]([N:25]3[C:29]([CH3:30])=[CH:28][C:27]([C:31]([F:33])([F:34])[F:32])=[N:26]3)=[N:11][C:12]([NH:15][C:16]3[CH:21]=[C:20]([CH3:22])[CH:19]=[C:18]([O:23][CH3:24])[CH:17]=3)=[N:13][CH:14]=2)[CH:6]=[C:5]([C:35]([NH:43][S:40]([CH3:39])(=[O:42])=[O:41])=[O:37])[C:4]1=[O:38])[CH3:2]. The catalyst class is: 143.